From a dataset of Experimentally validated miRNA-target interactions with 360,000+ pairs, plus equal number of negative samples. Binary Classification. Given a miRNA mature sequence and a target amino acid sequence, predict their likelihood of interaction. (1) The miRNA is rno-miR-10b-5p with sequence CCCUGUAGAACCGAAUUUGUGU. The protein sequence of the target gene is MKKPIGILSPGVALGTAGGAMSSKFFLMALATFFSFAQVVIEANSWWSLGMNNPVQMSEVYIIGAQPLCSQLAGLSQGQKKLCHLYQDHMQYIGEGAKTGIKECQYQFRHRRWNCSTVDNTSVFGRVMQIGSRETAFTYAVSAAGVVNAMSRACREGELSTCGCSRAARPKDLPRDWLWGGCGDNIDYGYRFAKEFVDARERERIHAKGSYESARILMNLHNNEAGRRTVYNLADVACKCHGVSGSCSLKTCWLQLADFRKVGDALKEKYDSAAAMRLNSRGKLVQVNSRFNSPTTQDLV.... Result: 0 (no interaction). (2) The protein sequence of the target gene is MGPVSLLPKYQKLNTWNGDLAKMTHLQAGLSPETIEKARLELNENPDVLHQDIQQVRDMIITRPDIGFLRTDDAFILRFLRARKFHQADAFRLLAQYFQYRQLNLDMFKNFKADDPGIKRALIDGFPGVLENRDHYGRKILLLFAANWDQSRNSFTDILRAILLSLEVLIEDPELQINGFILIIDWSNFSFKQASKLTPSILKLAIEGLQDSFPARFGGVHFVNQPWYIHALYTLIKPFLKDKTRKRIFLHGNNLNSLHQLIHPEFLPSEFGGTLPPYDMGTWARTLLGPDYSDENDYTH.... Result: 0 (no interaction). The miRNA is hsa-miR-378b with sequence ACUGGACUUGGAGGCAGAA. (3) The protein sequence of the target gene is MASNDYTQQATQSYGAYPTQPGQGYSQQSSQPYGQQSYSGYSQSTDTSGYGQSSYSSYGQSQNTGYGTQSTPQGYGSTGGYGSSQSSQSSYGQQSSYPGYGQQPAPSSTSGSYGSSSQSSSYGQPQSGSYSQQPSYGGQQQSYGQQQSYNPPQGYGQQNQYNSSSGGGGGGGGGGNYGQDQSSMSSGGGSGGGYGNQDQSGGGGSGGYGQQDRGGRGRGGSGGGGGGGGGGYNRSSGGYEPRGRGGGRGGRGGMGGSDRGGFNKFGGPRDQGSRHDSEQDNSDNNTIFVQGLGENVTIES.... Result: 1 (interaction). The miRNA is hsa-miR-6744-5p with sequence UGGAUGACAGUGGAGGCCU.